This data is from Reaction yield outcomes from USPTO patents with 853,638 reactions. The task is: Predict the reaction yield, written as a fraction of the theoretical maximum amount of product (1.0 means a 100% yield; for example, 0.34 means a 34% yield). (1) The reactants are [Cl:1][C:2]1[C:3]([N:8]2[CH2:13][CH2:12][N:11]([CH2:14][C:15]3[CH:16]=[N:17][N:18]([C:21]4[CH:26]=[CH:25][CH:24]=[CH:23][CH:22]=4)[C:19]=3[CH3:20])[CH2:10][CH2:9]2)=[N:4][CH:5]=[CH:6][N:7]=1.[F:27][C:28]1[CH:33]=[C:32](B2OC(C)(C)C(C)(C)O2)[CH:31]=[CH:30][C:29]=1[CH2:43][OH:44].C(=O)([O-])[O-].[K+].[K+].O. The catalyst is CN(C)C(=O)C.C1C=CC([P]([Pd]([P](C2C=CC=CC=2)(C2C=CC=CC=2)C2C=CC=CC=2)([P](C2C=CC=CC=2)(C2C=CC=CC=2)C2C=CC=CC=2)[P](C2C=CC=CC=2)(C2C=CC=CC=2)C2C=CC=CC=2)(C2C=CC=CC=2)C2C=CC=CC=2)=CC=1. The product is [ClH:1].[F:27][C:28]1[CH:33]=[C:32]([C:2]2[C:3]([N:8]3[CH2:13][CH2:12][N:11]([CH2:14][C:15]4[CH:16]=[N:17][N:18]([C:21]5[CH:26]=[CH:25][CH:24]=[CH:23][CH:22]=5)[C:19]=4[CH3:20])[CH2:10][CH2:9]3)=[N:4][CH:5]=[CH:6][N:7]=2)[CH:31]=[CH:30][C:29]=1[CH2:43][OH:44]. The yield is 0.820. (2) The reactants are [CH:1]([C:4]1[NH:5][C:6]([C:22]2[CH:27]=[CH:26][CH:25]=[C:24]([CH3:28])[N:23]=2)=[C:7]([C:9]2[CH:10]=[C:11]([C:15]3[CH:20]=[CH:19][C:18]([NH2:21])=[CH:17][CH:16]=3)[CH:12]=[CH:13][CH:14]=2)[N:8]=1)([CH3:3])[CH3:2].[CH:29]1([S:32](Cl)(=[O:34])=[O:33])[CH2:31][CH2:30]1. No catalyst specified. The product is [CH:1]([C:4]1[NH:5][C:6]([C:22]2[CH:27]=[CH:26][CH:25]=[C:24]([CH3:28])[N:23]=2)=[C:7]([C:9]2[CH:10]=[C:11]([C:15]3[CH:20]=[CH:19][C:18]([NH:21][S:32]([CH:29]4[CH2:31][CH2:30]4)(=[O:34])=[O:33])=[CH:17][CH:16]=3)[CH:12]=[CH:13][CH:14]=2)[N:8]=1)([CH3:3])[CH3:2]. The yield is 0.300. (3) The reactants are COC[O:4][C:5]1[CH:13]=[CH:12][C:8]2[O:9][CH2:10][O:11][C:7]=2[CH:6]=1.[Li]CCCC.[Cl:19]C(Cl)(Cl)C(Cl)(Cl)Cl.Cl. The catalyst is C1COCC1.CCCCCC.O.CO.C(Cl)Cl.CCCCCC. The product is [Cl:19][C:6]1[C:7]2[O:11][CH2:10][O:9][C:8]=2[CH:12]=[CH:13][C:5]=1[OH:4]. The yield is 0.530. (4) The reactants are [Cl:1][C:2]1[C:3]([O:12][C:13]2[CH:18]=[C:17]([O:19][CH2:20][CH2:21][O:22][CH3:23])[CH:16]=[CH:15][C:14]=2[CH:24]([CH3:31])[CH2:25][C:26](OCC)=[O:27])=[N:4][CH:5]=[C:6]([C:8]([F:11])([F:10])[F:9])[CH:7]=1.[H-].C([Al+]CC(C)C)C(C)C.[Cl-].[NH4+]. The catalyst is O1CCCC1.CCCCCC. The product is [Cl:1][C:2]1[C:3]([O:12][C:13]2[CH:18]=[C:17]([O:19][CH2:20][CH2:21][O:22][CH3:23])[CH:16]=[CH:15][C:14]=2[CH:24]([CH3:31])[CH2:25][CH2:26][OH:27])=[N:4][CH:5]=[C:6]([C:8]([F:10])([F:9])[F:11])[CH:7]=1. The yield is 1.00. (5) The reactants are F[B-](F)(F)F.F[B-](F)(F)F.ClC[N+]12CC[N+]([F:21])(CC1)CC2.[Cl:22][C:23]1[CH:24]=[C:25]2[C:30](=[CH:31][N:32]=1)[N:29]=[CH:28][CH:27]=[C:26]2[N:33]1[CH2:38][CH2:37][CH2:36][C@H:35]([NH:39][C:40](=[O:46])[O:41][C:42]([CH3:45])([CH3:44])[CH3:43])[CH2:34]1. The catalyst is CC#N. The product is [Cl:22][C:23]1[CH:24]=[C:25]2[C:30](=[CH:31][N:32]=1)[N:29]=[CH:28][C:27]([F:21])=[C:26]2[N:33]1[CH2:38][CH2:37][CH2:36][C@H:35]([NH:39][C:40](=[O:46])[O:41][C:42]([CH3:43])([CH3:45])[CH3:44])[CH2:34]1. The yield is 0.150.